From a dataset of Peptide-MHC class I binding affinity with 185,985 pairs from IEDB/IMGT. Regression. Given a peptide amino acid sequence and an MHC pseudo amino acid sequence, predict their binding affinity value. This is MHC class I binding data. (1) The peptide sequence is GIRCVSNLDI. The MHC is HLA-A02:03 with pseudo-sequence HLA-A02:03. The binding affinity (normalized) is 0.237. (2) The peptide sequence is SEKTHIHIF. The MHC is HLA-A31:01 with pseudo-sequence HLA-A31:01. The binding affinity (normalized) is 0.0847. (3) The peptide sequence is VMGVIGFGF. The MHC is HLA-A02:12 with pseudo-sequence HLA-A02:12. The binding affinity (normalized) is 0.0847. (4) The peptide sequence is TPALATRGF. The MHC is HLA-A02:06 with pseudo-sequence HLA-A02:06. The binding affinity (normalized) is 0.0847.